Dataset: Forward reaction prediction with 1.9M reactions from USPTO patents (1976-2016). Task: Predict the product of the given reaction. (1) Given the reactants [C:1]([N:4]1[C:12]2[C:7](=[CH:8][C:9]([F:17])=[C:10]([S:13](Cl)(=[O:15])=[O:14])[CH:11]=2)[C:6]([CH3:19])([CH3:18])[CH2:5]1)(=[O:3])[CH3:2].I[CH2:21][CH3:22].[O-]S([O-])=O.[Na+].[Na+].C([O-])(O)=O.[Na+], predict the reaction product. The product is: [CH2:21]([S:13]([C:10]1[CH:11]=[C:12]2[C:7]([C:6]([CH3:19])([CH3:18])[CH2:5][N:4]2[C:1](=[O:3])[CH3:2])=[CH:8][C:9]=1[F:17])(=[O:15])=[O:14])[CH3:22]. (2) Given the reactants [Cl:1][C:2]1[CH:7]=[CH:6][CH:5]=[CH:4][C:3]=1[C:8]1[CH:17]=[C:16]([C:18](OC)=[O:19])[CH:15]=[C:14]2[C:9]=1[CH2:10][NH:11][C:12](=[O:30])[N:13]2[C:22]1[C:27]([Cl:28])=[CH:26][CH:25]=[CH:24][C:23]=1[Cl:29].[H-].[Al+3].[Li+].[H-].[H-].[H-].Cl.C(OCC)(=O)C, predict the reaction product. The product is: [Cl:1][C:2]1[CH:7]=[CH:6][CH:5]=[CH:4][C:3]=1[C:8]1[CH:17]=[C:16]([CH2:18][OH:19])[CH:15]=[C:14]2[C:9]=1[CH2:10][NH:11][C:12](=[O:30])[N:13]2[C:22]1[C:23]([Cl:29])=[CH:24][CH:25]=[CH:26][C:27]=1[Cl:28].